Dataset: Full USPTO retrosynthesis dataset with 1.9M reactions from patents (1976-2016). Task: Predict the reactants needed to synthesize the given product. (1) Given the product [C:26]([O:25][C:23]([N:8]1[CH2:12][C@@H:11]([OH:13])[C@H:10]([OH:14])[CH2:9]1)=[O:24])([CH3:27])([CH3:28])[CH3:29], predict the reactants needed to synthesize it. The reactants are: C([N:8]1[CH2:12][C@@H:11]([OH:13])[C@H:10]([OH:14])[CH2:9]1)C1C=CC=CC=1.[C:23](O[C:23]([O:25][C:26]([CH3:29])([CH3:28])[CH3:27])=[O:24])([O:25][C:26]([CH3:29])([CH3:28])[CH3:27])=[O:24]. (2) Given the product [CH3:16][C:15]1[O:14][C:13]([C:17]2[CH:22]=[CH:21][CH:20]=[CH:19][CH:18]=2)=[N:12][C:11]=1[CH2:10][CH2:9][O:8][C:4]1[CH:5]=[N:6][CH:7]=[C:2]([N:38]2[CH2:43][CH2:42][NH:41][CH2:40][CH2:39]2)[N:3]=1, predict the reactants needed to synthesize it. The reactants are: Cl[C:2]1[CH:7]=[N:6][CH:5]=[C:4]([O:8][CH2:9][CH2:10][C:11]2[N:12]=[C:13]([C:17]3[CH:22]=[CH:21][CH:20]=[CH:19][CH:18]=3)[O:14][C:15]=2[CH3:16])[N:3]=1.CC1OC(C2C=CC=CC=2)=NC=1CCO.[NH:38]1[CH2:43][CH2:42][NH:41][CH2:40][CH2:39]1.C([O-])([O-])=O.[K+].[K+]. (3) Given the product [CH3:1][O:3][C:4](=[O:18])[CH2:5][CH:6]1[CH2:15][CH2:14][C:13]2[C:8](=[CH:9][CH:10]=[C:11]([OH:16])[CH:12]=2)[CH2:7]1, predict the reactants needed to synthesize it. The reactants are: [CH2:1]([O:3][C:4](=[O:18])[CH2:5][CH:6]1[CH2:15][CH2:14][C:13]2[C:8](=[CH:9][CH:10]=[C:11]([O:16]C)[CH:12]=2)[CH2:7]1)C.B(Br)(Br)Br.CO. (4) Given the product [NH2:32][C:18]1[S:19][C:20]([CH2:21][C:22]2[CH:27]=[CH:26][C:25]([S:28]([CH3:31])(=[O:30])=[O:29])=[CH:24][CH:23]=2)=[C:16]([CH2:15][CH2:14][C:11]2[CH:10]=[CH:9][C:8]([NH:7][C:6](=[O:36])[O:5][C:1]([CH3:4])([CH3:3])[CH3:2])=[CH:13][CH:12]=2)[N:17]=1, predict the reactants needed to synthesize it. The reactants are: [C:1]([O:5][C:6](=[O:36])[NH:7][C:8]1[CH:13]=[CH:12][C:11]([CH2:14][CH2:15][C:16]2[N:17]=[C:18]([NH:32]C(=O)C)[S:19][C:20]=2[CH2:21][C:22]2[CH:27]=[CH:26][C:25]([S:28]([CH3:31])(=[O:30])=[O:29])=[CH:24][CH:23]=2)=[CH:10][CH:9]=1)([CH3:4])([CH3:3])[CH3:2].[OH-].[Na+]. (5) Given the product [C:6]([N:13]([C:21]1[C:25]2[CH:26]=[C:27]([CH2:30][O:46][C:43]3[CH:42]=[CH:41][C:40]([C:36]4[CH:37]=[C:38]([F:39])[C:33]([F:32])=[CH:34][C:35]=4[O:47][CH3:48])=[CH:45][CH:44]=3)[CH:28]=[CH:29][C:24]=2[O:23][N:22]=1)[C:14]([O:16][C:17]([CH3:20])([CH3:19])[CH3:18])=[O:15])([O:8][C:9]([CH3:12])([CH3:11])[CH3:10])=[O:7], predict the reactants needed to synthesize it. The reactants are: C1COCC1.[C:6]([N:13]([C:21]1[C:25]2[CH:26]=[C:27]([CH2:30]Br)[CH:28]=[CH:29][C:24]=2[O:23][N:22]=1)[C:14]([O:16][C:17]([CH3:20])([CH3:19])[CH3:18])=[O:15])([O:8][C:9]([CH3:12])([CH3:11])[CH3:10])=[O:7].[F:32][C:33]1[C:38]([F:39])=[CH:37][C:36]([C:40]2[CH:45]=[CH:44][C:43]([OH:46])=[CH:42][CH:41]=2)=[C:35]([O:47][CH3:48])[CH:34]=1.C(=O)([O-])[O-].[K+].[K+].